Dataset: Reaction yield outcomes from USPTO patents with 853,638 reactions. Task: Predict the reaction yield, written as a fraction of the theoretical maximum amount of product (1.0 means a 100% yield; for example, 0.34 means a 34% yield). (1) The reactants are [CH2:1]([N:3]1[C:11]2[C:6](=[CH:7][CH:8]=[C:9]([O:12][CH3:13])[CH:10]=2)[C:5]([C:14]#[N:15])=[C:4]1[C:16]1[CH:21]=[CH:20][C:19]([O:22][CH2:23][CH2:24]O)=[CH:18][CH:17]=1)[CH3:2].C1C=CC(P(C2C=CC=CC=2)C2C=CC=CC=2)=CC=1.[Br:45]N1C(=O)CCC1=O. The catalyst is C(Cl)Cl. The product is [Br:45][CH2:24][CH2:23][O:22][C:19]1[CH:20]=[CH:21][C:16]([C:4]2[N:3]([CH2:1][CH3:2])[C:11]3[C:6]([C:5]=2[C:14]#[N:15])=[CH:7][CH:8]=[C:9]([O:12][CH3:13])[CH:10]=3)=[CH:17][CH:18]=1. The yield is 0.950. (2) The reactants are [C:1]([C:5]1[CH:6]=[C:7]([C:12]2[CH:17]=[C:16]([C:18]3[CH:19]=[N:20][CH:21]=[CH:22][CH:23]=3)[C:15]([O:24]C)=[C:14]([C:26]([O:28]C)=[O:27])[CH:13]=2)[CH:8]=[C:9]([CH3:11])[CH:10]=1)([CH3:4])([CH3:3])[CH3:2].B(Cl)(Cl)Cl.CO.[OH-].[Li+]. The catalyst is ClCCl. The product is [C:1]([C:5]1[CH:6]=[C:7]([C:12]2[CH:17]=[C:16]([C:18]3[CH:19]=[N:20][CH:21]=[CH:22][CH:23]=3)[C:15]([OH:24])=[C:14]([C:26]([OH:28])=[O:27])[CH:13]=2)[CH:8]=[C:9]([CH3:11])[CH:10]=1)([CH3:4])([CH3:2])[CH3:3]. The yield is 0.350. (3) The reactants are C([Li])CCC.[C:6]([O:10][C:11]([N:13]1[CH2:25][C@@H:24]([CH3:26])[N:23]2[C@H:15]([CH2:16][C:17]3[C:22]2=[N:21][C:20](COCCO)=[CH:19][CH:18]=3)[CH2:14]1)=[O:12])([CH3:9])([CH3:8])[CH3:7].[CH2:32]([S:34]SCC)[CH3:33].C([O-])(=O)C.[NH4+]. The catalyst is C1COCC1.CO.O. The product is [C:6]([O:10][C:11]([N:13]1[CH2:25][C@@H:24]([CH3:26])[N:23]2[C@H:15]([CH2:16][C:17]3[C:22]2=[N:21][C:20]([S:34][CH2:32][CH3:33])=[CH:19][CH:18]=3)[CH2:14]1)=[O:12])([CH3:9])([CH3:7])[CH3:8]. The yield is 0.530.